Task: Regression. Given two drug SMILES strings and cell line genomic features, predict the synergy score measuring deviation from expected non-interaction effect.. Dataset: NCI-60 drug combinations with 297,098 pairs across 59 cell lines (1) Drug 1: CC1=C2C(C(=O)C3(C(CC4C(C3C(C(C2(C)C)(CC1OC(=O)C(C(C5=CC=CC=C5)NC(=O)C6=CC=CC=C6)O)O)OC(=O)C7=CC=CC=C7)(CO4)OC(=O)C)O)C)OC(=O)C. Drug 2: N.N.Cl[Pt+2]Cl. Cell line: SK-OV-3. Synergy scores: CSS=17.9, Synergy_ZIP=-2.85, Synergy_Bliss=5.58, Synergy_Loewe=-19.5, Synergy_HSA=2.60. (2) Drug 1: CC1=C(C(CCC1)(C)C)C=CC(=CC=CC(=CC(=O)O)C)C. Drug 2: C1CN(P(=O)(OC1)NCCCl)CCCl. Cell line: U251. Synergy scores: CSS=-3.07, Synergy_ZIP=1.74, Synergy_Bliss=0.528, Synergy_Loewe=-4.46, Synergy_HSA=-4.60.